From a dataset of Forward reaction prediction with 1.9M reactions from USPTO patents (1976-2016). Predict the product of the given reaction. (1) Given the reactants [CH3:1][N:2]([CH2:13][C:14]1[CH:19]=[CH:18][CH:17]=[C:16]([N+:20]([O-])=O)[CH:15]=1)[C:3](=[O:12])[O:4][CH2:5][C:6]1[CH:11]=[CH:10][CH:9]=[CH:8][CH:7]=1.CCO.O, predict the reaction product. The product is: [NH2:20][C:16]1[CH:15]=[C:14]([CH:19]=[CH:18][CH:17]=1)[CH2:13][N:2]([CH3:1])[C:3](=[O:12])[O:4][CH2:5][C:6]1[CH:11]=[CH:10][CH:9]=[CH:8][CH:7]=1. (2) Given the reactants [Cl:1][C:2]1[CH:7]=[CH:6][C:5]([Cl:8])=[C:4]([NH2:9])[C:3]=1[NH2:10].[CH3:11][S:12]([C:15]1[CH:16]=[C:17]([C:21]2[CH:26]=[CH:25][C:24]([C:27](=O)[C:28](=O)[CH3:29])=[CH:23][CH:22]=2)[CH:18]=[CH:19][CH:20]=1)(=[O:14])=[O:13], predict the reaction product. The product is: [Cl:1][C:2]1[CH:7]=[CH:6][C:5]([Cl:8])=[C:4]2[C:3]=1[N:10]=[C:27]([C:24]1[CH:23]=[CH:22][C:21]([C:17]3[CH:18]=[CH:19][CH:20]=[C:15]([S:12]([CH3:11])(=[O:13])=[O:14])[CH:16]=3)=[CH:26][CH:25]=1)[C:28]([CH3:29])=[N:9]2. (3) Given the reactants [Br:1][C:2]1[CH:3]=[CH:4][C:5]([Cl:19])=[C:6]([C:8]([C:10]2[CH:11]=[CH:12][C:13]3[O:17][CH2:16][CH2:15][C:14]=3[CH:18]=2)=[O:9])[CH:7]=1.[BH4-].[Na+], predict the reaction product. The product is: [Br:1][C:2]1[CH:3]=[CH:4][C:5]([Cl:19])=[C:6]([CH:8]([C:10]2[CH:11]=[CH:12][C:13]3[O:17][CH2:16][CH2:15][C:14]=3[CH:18]=2)[OH:9])[CH:7]=1. (4) Given the reactants [NH2:1][C:2]1[N:7]([CH3:8])[C:6](=[O:9])[C:5]([CH3:11])([CH3:10])[C@:4]([C:13]2[CH:18]=[C:17]([NH2:19])[CH:16]=[CH:15][C:14]=2[F:20])([CH3:12])[N:3]=1.[CH3:21][C:22]1([CH3:32])[C:30]2[C:25](=[CH:26][CH:27]=[CH:28][CH:29]=2)[C:24](=O)[CH2:23]1.[B][B][B][B][B][B][B][B][B][B], predict the reaction product. The product is: [NH2:1][C:2]1[N:7]([CH3:8])[C:6](=[O:9])[C:5]([CH3:10])([CH3:11])[C@:4]([C:13]2[CH:18]=[C:17]([NH:19][CH:24]3[C:25]4[C:30](=[CH:29][CH:28]=[CH:27][CH:26]=4)[C:22]([CH3:32])([CH3:21])[CH2:23]3)[CH:16]=[CH:15][C:14]=2[F:20])([CH3:12])[N:3]=1. (5) Given the reactants O[C:2]1[N:7]=[CH:6][C:5]2=[CH:8][CH:9]=[C:10]([C:11]3[CH:16]=[CH:15][CH:14]=[CH:13][C:12]=3[N:17]([CH3:22])[S:18]([CH3:21])(=[O:20])=[O:19])[N:4]2[N:3]=1.[N:23]1[CH:28]=[CH:27][CH:26]=[C:25]([C:29]2[CH:34]=[CH:33][C:32]([NH2:35])=[CH:31][CH:30]=2)[CH:24]=1, predict the reaction product. The product is: [CH3:22][N:17]([C:12]1[CH:13]=[CH:14][CH:15]=[CH:16][C:11]=1[C:10]1[N:4]2[C:5]([CH:6]=[N:7][C:2]([NH:35][C:32]3[CH:31]=[CH:30][C:29]([C:25]4[CH:24]=[N:23][CH:28]=[CH:27][CH:26]=4)=[CH:34][CH:33]=3)=[N:3]2)=[CH:8][CH:9]=1)[S:18]([CH3:21])(=[O:20])=[O:19].